From a dataset of Forward reaction prediction with 1.9M reactions from USPTO patents (1976-2016). Predict the product of the given reaction. Given the reactants [N:1]1[CH:6]=[CH:5][CH:4]=[CH:3][C:2]=1[CH2:7][CH2:8][CH2:9][OH:10].C[Si]([N-][Si](C)(C)C)(C)C.[Li+].[CH:21]1([NH:24][C:25]([C:27]2[S:40][C:30]3=[N:31][C:32](S(C)=O)=[C:33]([Cl:36])[C:34]([CH3:35])=[C:29]3[C:28]=2[NH2:41])=[O:26])[CH2:23][CH2:22]1, predict the reaction product. The product is: [CH:21]1([NH:24][C:25]([C:27]2[S:40][C:30]3=[N:31][C:32]([O:10][CH2:9][CH2:8][CH2:7][C:2]4[CH:3]=[CH:4][CH:5]=[CH:6][N:1]=4)=[C:33]([Cl:36])[C:34]([CH3:35])=[C:29]3[C:28]=2[NH2:41])=[O:26])[CH2:23][CH2:22]1.